The task is: Predict the reactants needed to synthesize the given product.. This data is from Full USPTO retrosynthesis dataset with 1.9M reactions from patents (1976-2016). Given the product [C:1]1([CH2:7][C:8]([CH:13]2[C:14](=[O:17])[CH2:15][CH2:16][S:11][CH2:12]2)=[O:9])[CH:6]=[CH:5][CH:4]=[CH:3][CH:2]=1, predict the reactants needed to synthesize it. The reactants are: [C:1]1([CH2:7][C:8](Cl)=[O:9])[CH:6]=[CH:5][CH:4]=[CH:3][CH:2]=1.[S:11]1[CH2:16][CH2:15][C:14](=[O:17])[CH2:13][CH2:12]1.